Predict the reaction yield, written as a fraction of the theoretical maximum amount of product (1.0 means a 100% yield; for example, 0.34 means a 34% yield). From a dataset of Reaction yield outcomes from USPTO patents with 853,638 reactions. (1) The reactants are C[O:2][C:3](=[O:35])[CH2:4][O:5][C:6]1[CH:11]=[CH:10][C:9]([CH2:12][N:13]2[CH:17]=[C:16]([C:18]3[CH:23]=[CH:22][C:21]([Cl:24])=[CH:20][C:19]=3[Cl:25])[N:15]=[C:14]2/[CH:26]=[CH:27]/[C:28]2[CH:33]=[CH:32][C:31](Br)=[CH:30][CH:29]=2)=[CH:8][CH:7]=1.[F:36][C:37]([F:48])([F:47])[C:38]1[CH:39]=[C:40](B(O)O)[CH:41]=[CH:42][CH:43]=1. No catalyst specified. The product is [Cl:25][C:19]1[CH:20]=[C:21]([Cl:24])[CH:22]=[CH:23][C:18]=1[C:16]1[N:15]=[C:14](/[CH:26]=[CH:27]/[C:28]2[CH:33]=[CH:32][C:31]([C:42]3[CH:41]=[CH:40][CH:39]=[C:38]([C:37]([F:48])([F:47])[F:36])[CH:43]=3)=[CH:30][CH:29]=2)[N:13]([CH2:12][C:9]2[CH:8]=[CH:7][C:6]([O:5][CH2:4][C:3]([OH:2])=[O:35])=[CH:11][CH:10]=2)[CH:17]=1. The yield is 0.630. (2) The reactants are [F:1][C:2]1[C:7]([CH:8]=[O:9])=[CH:6][CH:5]=[CH:4][C:3]=1[C:10]1[N:14]([S:15]([C:18]2[CH:19]=[N:20][CH:21]=[CH:22][CH:23]=2)(=[O:17])=[O:16])[CH:13]=[C:12]([CH2:24][N:25]([CH3:33])[C:26](=[O:32])[O:27][C:28]([CH3:31])([CH3:30])[CH3:29])[CH:11]=1.[BH4-].[Na+].CO.O. The catalyst is O1CCCC1. The product is [F:1][C:2]1[C:7]([CH2:8][OH:9])=[CH:6][CH:5]=[CH:4][C:3]=1[C:10]1[N:14]([S:15]([C:18]2[CH:19]=[N:20][CH:21]=[CH:22][CH:23]=2)(=[O:17])=[O:16])[CH:13]=[C:12]([CH2:24][N:25]([CH3:33])[C:26](=[O:32])[O:27][C:28]([CH3:29])([CH3:30])[CH3:31])[CH:11]=1. The yield is 0.610. (3) The reactants are [H-].[Na+].[C:3]([CH2:5]P(OCC)(=O)OCC)#[N:4].[CH2:14]1[CH2:18][O:17][C:16]2[CH:19]=[CH:20][C:21]3[CH2:22][CH2:23][C:24](=O)[C:25]=3[C:15]1=2.CO. The catalyst is C1(C)C=CC=CC=1. The product is [CH2:14]1[CH2:18][O:17][C:16]2[CH:19]=[CH:20][C:21]3[CH2:22][CH2:23]/[C:24](=[CH:5]\[C:3]#[N:4])/[C:25]=3[C:15]1=2. The yield is 0.765. (4) The reactants are [NH2:1][C:2]1[C:3]([C:12]([NH:14][C@@H:15]([C@H:23]2[CH2:28][CH2:27][CH2:26][C:25](=[O:29])[CH2:24]2)[C:16]([O:18][C:19]([CH3:22])([CH3:21])[CH3:20])=[O:17])=[O:13])=[CH:4][C:5]2[C:10]([CH:11]=1)=[CH:9][CH:8]=[CH:7][CH:6]=2.[N:30]([C:33]1[C:38]([CH3:39])=[CH:37][C:36]([CH3:40])=[CH:35][C:34]=1[CH3:41])=[C:31]=[O:32]. The catalyst is N1C=CC=CC=1. The product is [O:29]=[C:25]1[CH2:26][CH2:27][CH2:28][C@H:23]([C@H:15]([NH:14][C:12]([C:3]2[C:2]([NH:1][C:31]([NH:30][C:33]3[C:34]([CH3:41])=[CH:35][C:36]([CH3:40])=[CH:37][C:38]=3[CH3:39])=[O:32])=[CH:11][C:10]3[C:5](=[CH:6][CH:7]=[CH:8][CH:9]=3)[CH:4]=2)=[O:13])[C:16]([O:18][C:19]([CH3:22])([CH3:21])[CH3:20])=[O:17])[CH2:24]1. The yield is 0.280. (5) The product is [CH:23]1([N:22]2[C:21]3[CH:29]=[CH:30][C:31]([C:33]([OH:35])=[O:34])=[CH:32][C:20]=3[N:19]=[C:18]2[C:13]2[CH:14]=[C:15]3[C:10](=[CH:11][CH:12]=2)[N:9]=[C:8]([C:6]2[CH:7]=[CH:2][C:3]([OH:39])=[CH:4][C:5]=2[OH:36])[CH:17]=[CH:16]3)[CH2:28][CH2:27][CH2:26][CH2:25][CH2:24]1. The reactants are Br[C:2]1[CH:3]=[CH:4][C:5]([OH:36])=[C:6]([C:8]2[CH:17]=[CH:16][C:15]3[C:10](=[CH:11][CH:12]=[C:13]([C:18]4[N:22]([CH:23]5[CH2:28][CH2:27][CH2:26][CH2:25][CH2:24]5)[C:21]5[CH:29]=[CH:30][C:31]([C:33]([OH:35])=[O:34])=[CH:32][C:20]=5[N:19]=4)[CH:14]=3)[N:9]=2)[CH:7]=1.C([O:39]C(C1C=CC2N(C3CCCCC3)C(C3C=CC(N)=C(C=O)C=3)=NC=2C=1)=O)C.OC1C=C(O)C=CC=1C(=O)C.[OH-].[K+]. The catalyst is C(O)C. The yield is 0.0800.